Dataset: Peptide-MHC class I binding affinity with 185,985 pairs from IEDB/IMGT. Task: Regression. Given a peptide amino acid sequence and an MHC pseudo amino acid sequence, predict their binding affinity value. This is MHC class I binding data. (1) The peptide sequence is LLMEGLKLLS. The MHC is HLA-A02:02 with pseudo-sequence HLA-A02:02. The binding affinity (normalized) is 0.597. (2) The peptide sequence is LPQTRWQAV. The MHC is HLA-B58:01 with pseudo-sequence HLA-B58:01. The binding affinity (normalized) is 0.0847.